From a dataset of Full USPTO retrosynthesis dataset with 1.9M reactions from patents (1976-2016). Predict the reactants needed to synthesize the given product. Given the product [C:25]([C:29]1[CH:30]=[C:31]([CH3:55])[CH:32]([C:34]([C:1]2[C:13]3[CH2:12][C:11]4[C:6](=[CH:7][CH:8]=[CH:9][CH:10]=4)[C:5]=3[CH:4]=[CH:3][CH:2]=2)([C:45]2[CH:50]=[CH:49][C:48]([C:51]([CH3:54])([CH3:53])[CH3:52])=[CH:47][CH:46]=2)[C:35]2[CH:36]=[CH:37][C:38]([C:41]([CH3:44])([CH3:42])[CH3:43])=[CH:39][CH:40]=2)[CH:33]=1)([CH3:26])([CH3:27])[CH3:28], predict the reactants needed to synthesize it. The reactants are: [CH:1]1[C:13]2[CH2:12][C:11]3[C:6](=[CH:7][CH:8]=[CH:9][CH:10]=3)[C:5]=2[CH:4]=[CH:3][CH:2]=1.C([Li])CCC.CCCCCC.[C:25]([C:29]1[CH:30]=[C:31]([CH3:55])[C:32](=[C:34]([C:45]2[CH:50]=[CH:49][C:48]([C:51]([CH3:54])([CH3:53])[CH3:52])=[CH:47][CH:46]=2)[C:35]2[CH:40]=[CH:39][C:38]([C:41]([CH3:44])([CH3:43])[CH3:42])=[CH:37][CH:36]=2)[CH:33]=1)([CH3:28])([CH3:27])[CH3:26].O.